This data is from Catalyst prediction with 721,799 reactions and 888 catalyst types from USPTO. The task is: Predict which catalyst facilitates the given reaction. (1) The catalyst class is: 21. Reactant: [Br:1][C:2]1[CH:7]=[C:6]([F:8])[CH:5]=[C:4]([Br:9])[C:3]=1[OH:10].[C:11](=O)([O-])[O-].[K+].[K+].CI. Product: [Br:1][C:2]1[CH:7]=[C:6]([F:8])[CH:5]=[C:4]([Br:9])[C:3]=1[O:10][CH3:11]. (2) Reactant: [CH3:1][N:2]([CH3:11])[C:3]1[CH:10]=[CH:9][C:6]([C:7]#[N:8])=[CH:5][CH:4]=1.FC(F)(F)S(O[C:18]1[CH:23]=[CH:22]C=[CH:20][C:19]=1[Si](C)(C)C)(=O)=O.[F-].[K+].C1OCCOCCOCCOCCOCCOC1. Product: [CH3:1][N:2]([C:11]1[CH:22]=[CH:23][CH:18]=[CH:19][CH:20]=1)[C:3]1[CH:10]=[CH:9][C:6]([C:7]#[N:8])=[CH:5][CH:4]=1. The catalyst class is: 1. (3) Reactant: CO[C:3](=[O:13])[C:4]([CH3:12])([CH3:11])[CH2:5][O:6][CH2:7][CH2:8][O:9][CH3:10].[C:14](#[N:16])[CH3:15].[H-].[Na+].Cl. Product: [CH3:10][O:9][CH2:8][CH2:7][O:6][CH2:5][C:4]([CH3:11])([CH3:12])[C:3](=[O:13])[CH2:15][C:14]#[N:16]. The catalyst class is: 11. (4) Reactant: [O:1]=[C:2]([NH:14][CH2:15][C:16](=O)[C:17]1[CH:22]=[CH:21][CH:20]=[C:19]([C:23]([F:26])([F:25])[F:24])[CH:18]=1)[CH2:3][N:4]1[CH:8]=[C:7]([C:9]([O:11][CH2:12][CH3:13])=[O:10])[CH:6]=[N:5]1.O. Product: [F:24][C:23]([F:26])([F:25])[C:19]1[CH:18]=[C:17]([C:16]2[O:1][C:2]([CH2:3][N:4]3[CH:8]=[C:7]([C:9]([O:11][CH2:12][CH3:13])=[O:10])[CH:6]=[N:5]3)=[N:14][CH:15]=2)[CH:22]=[CH:21][CH:20]=1. The catalyst class is: 286. (5) Reactant: [Cl:1][C:2]1[CH:7]=[CH:6][C:5]([CH2:8][C:9]([OH:11])=O)=[CH:4][CH:3]=1.F[P-](F)(F)(F)(F)F.CN(C(N(C)C)=[N+]1C2C(=NC=CC=2)[N+]([O-])=N1)C.[CH3:36][O:37][C:38]1[CH:43]=[CH:42][C:41]([C@H:44]2[CH2:49][CH2:48][C@H:47]([NH2:50])[CH2:46][CH2:45]2)=[CH:40][CH:39]=1.C(N(CC)C(C)C)(C)C. Product: [Cl:1][C:2]1[CH:3]=[CH:4][C:5]([CH2:8][C:9]([NH:50][C@H:47]2[CH2:46][CH2:45][C@H:44]([C:41]3[CH:40]=[CH:39][C:38]([O:37][CH3:36])=[CH:43][CH:42]=3)[CH2:49][CH2:48]2)=[O:11])=[CH:6][CH:7]=1. The catalyst class is: 163. (6) Reactant: [Br:1][C:2]1[CH:3]=[C:4]([CH:8]=[C:9]([CH:11]=[O:12])[CH:10]=1)[C:5]([OH:7])=[O:6].CO.[CH2:15](Cl)CCl. Product: [Br:1][C:2]1[CH:3]=[C:4]([CH:8]=[C:9]([CH:11]=[O:12])[CH:10]=1)[C:5]([O:7][CH3:15])=[O:6]. The catalyst class is: 599. (7) Reactant: [CH:1]1([CH2:8][NH:9][C:10]([C:12]2[C:13]3[CH:14]=[CH:15][N:16]([CH2:23][CH:24]4[CH2:28][O:27]C(C)(C)[O:25]4)[C:17](=[O:22])[C:18]=3[CH:19]=[CH:20][CH:21]=2)=[O:11])[CH2:7][CH2:6][CH2:5][CH2:4][CH2:3][CH2:2]1.Cl.C(Cl)Cl. Product: [CH:1]1([CH2:8][NH:9][C:10]([C:12]2[C:13]3[CH:14]=[CH:15][N:16]([CH2:23][CH:24]([OH:25])[CH2:28][OH:27])[C:17](=[O:22])[C:18]=3[CH:19]=[CH:20][CH:21]=2)=[O:11])[CH2:7][CH2:6][CH2:5][CH2:4][CH2:3][CH2:2]1. The catalyst class is: 28.